This data is from NCI-60 drug combinations with 297,098 pairs across 59 cell lines. The task is: Regression. Given two drug SMILES strings and cell line genomic features, predict the synergy score measuring deviation from expected non-interaction effect. (1) Drug 1: C1=CC=C(C=C1)NC(=O)CCCCCCC(=O)NO. Drug 2: C1CN(CCN1C(=O)CCBr)C(=O)CCBr. Cell line: 786-0. Synergy scores: CSS=15.6, Synergy_ZIP=-2.90, Synergy_Bliss=0.182, Synergy_Loewe=-3.10, Synergy_HSA=-0.0635. (2) Drug 1: CCCCCOC(=O)NC1=NC(=O)N(C=C1F)C2C(C(C(O2)C)O)O. Drug 2: CC1=C2C(C(=O)C3(C(CC4C(C3C(C(C2(C)C)(CC1OC(=O)C(C(C5=CC=CC=C5)NC(=O)C6=CC=CC=C6)O)O)OC(=O)C7=CC=CC=C7)(CO4)OC(=O)C)O)C)OC(=O)C. Cell line: RXF 393. Synergy scores: CSS=3.69, Synergy_ZIP=-4.03, Synergy_Bliss=-3.03, Synergy_Loewe=-19.3, Synergy_HSA=-3.32.